Dataset: Catalyst prediction with 721,799 reactions and 888 catalyst types from USPTO. Task: Predict which catalyst facilitates the given reaction. (1) Reactant: [C:1]([C:3]1[CH:4]=[C:5]([CH:16]=[CH:17][CH:18]=1)[C:6]([NH:8][C:9]1[C:10]([NH2:15])=[CH:11][CH:12]=[CH:13][CH:14]=1)=[O:7])#[N:2].C(N(CC)CC)C.[C:26]([C:30]1[CH:38]=[CH:37][C:33]([C:34](Cl)=[O:35])=[CH:32][CH:31]=1)([CH3:29])([CH3:28])[CH3:27]. Product: [C:1]([C:3]1[CH:4]=[C:5]([CH:16]=[CH:17][CH:18]=1)[C:6]([NH:8][C:9]1[C:10]([NH:15][C:34](=[O:35])[C:33]2[CH:37]=[CH:38][C:30]([C:26]([CH3:28])([CH3:27])[CH3:29])=[CH:31][CH:32]=2)=[CH:11][CH:12]=[CH:13][CH:14]=1)=[O:7])#[N:2]. The catalyst class is: 2. (2) Reactant: CC1C=CC(S(O[CH2:12][CH:13]2[O:18][C:17]3[CH:19]=[C:20]([O:23][S:24]([C:27]([F:30])([F:29])[F:28])(=[O:26])=[O:25])[CH:21]=[CH:22][C:16]=3[O:15][CH2:14]2)(=O)=O)=CC=1.[NH:31]1[CH2:34][CH2:33][CH2:32]1. Product: [F:29][C:27]([F:30])([F:28])[S:24]([O:23][C:20]1[CH:21]=[CH:22][C:16]2[O:15][CH2:14][CH:13]([CH2:12][N:31]3[CH2:34][CH2:33][CH2:32]3)[O:18][C:17]=2[CH:19]=1)(=[O:26])=[O:25]. The catalyst class is: 10.